This data is from Retrosynthesis with 50K atom-mapped reactions and 10 reaction types from USPTO. The task is: Predict the reactants needed to synthesize the given product. (1) Given the product O=C(O)[C@@H]1CC(O)(Cc2ccncc2)CN1, predict the reactants needed to synthesize it. The reactants are: O=C(O)[C@@H]1CC(O)(Cc2ccncc2)CN1C(=O)OCc1ccccc1. (2) Given the product CN(C(=O)[C@@H]1CCCN1C(=O)COc1cc(C(=O)N[C@@H](CCCCO)C(=O)N2CCN(C(=O)OC3CCC3)CC2)nn1-c1ccccc1)C1CCC1, predict the reactants needed to synthesize it. The reactants are: CI.O=C(N[C@@H](CCCCO)C(=O)N1CCN(C(=O)OC2CCC2)CC1)c1cc(OCC(=O)N2CCC[C@H]2C(=O)NC2CCC2)n(-c2ccccc2)n1. (3) The reactants are: COC(=O)c1ccc2ccc(Br)c(O)c2c1.[C-]#N. Given the product COC(=O)c1ccc2ccc(C#N)c(O)c2c1, predict the reactants needed to synthesize it. (4) Given the product Cc1ccccc1-n1nc2c3ccccc3n(Cc3ccc(-c4cscn4)nc3)nc-2c1=O, predict the reactants needed to synthesize it. The reactants are: CCCC[Sn](CCCC)(CCCC)c1cscn1.Cc1ccccc1-n1nc2c3ccccc3n(Cc3ccc(Br)nc3)nc-2c1=O. (5) Given the product CCCCC(CC)COC(=O)CCSc1ccc2c(-c3ccccc3)cc3nncn3c2c1, predict the reactants needed to synthesize it. The reactants are: CCCCC(CC)COC(=O)CCS.Ic1ccc2c(-c3ccccc3)cc3nncn3c2c1. (6) Given the product Cn1c(C(F)(F)F)nc2cnccc21, predict the reactants needed to synthesize it. The reactants are: CNc1ccncc1N.O=C(O)C(F)(F)F. (7) Given the product CC(C)c1noc(C=C2CCN(C(=O)OC(C)(C)C)CC2)n1, predict the reactants needed to synthesize it. The reactants are: CC(C)(C)OC(=O)N1CCC(=O)CC1.CCOP(=O)(Cc1nc(C(C)C)no1)OCC. (8) Given the product CCc1cccc(-c2c(F)cccc2C(O)(CCCNC(=O)OC)[C@@H]2CCCN(C(=O)CC(O)CN(C)S(=O)(=O)c3ccccc3[N+](=O)[O-])C2)c1, predict the reactants needed to synthesize it. The reactants are: CCc1cccc(-c2c(F)cccc2C(O)(CCCNC(=O)OC)[C@@H]2CCCNC2)c1.CN(CC(O)CC(=O)[O-])S(=O)(=O)c1ccccc1[N+](=O)[O-]. (9) Given the product Cc1ccc(C#N)cc1NC(C)c1cc(C(=O)N(C)C)cc2c(=O)cc(N3CCOCC3)oc12, predict the reactants needed to synthesize it. The reactants are: CC(Br)c1cc(C(=O)N(C)C)cc2c(=O)cc(N3CCOCC3)oc12.Cc1ccc(C#N)cc1N.